Dataset: Full USPTO retrosynthesis dataset with 1.9M reactions from patents (1976-2016). Task: Predict the reactants needed to synthesize the given product. Given the product [C:12]([O:16][C:17](=[O:33])[NH:18][CH:19]1[CH2:24][CH2:23][N:22]([C:25]2[CH:30]=[CH:29][C:28]([NH:31][C:7](=[O:9])[C:6]3[CH:10]=[C:2]([Br:1])[CH:3]=[CH:4][C:5]=3[OH:11])=[CH:27][C:26]=2[F:32])[CH2:21][CH2:20]1)([CH3:15])([CH3:13])[CH3:14], predict the reactants needed to synthesize it. The reactants are: [Br:1][C:2]1[CH:10]=[C:6]([C:7]([OH:9])=O)[C:5]([OH:11])=[CH:4][CH:3]=1.[C:12]([O:16][C:17](=[O:33])[NH:18][CH:19]1[CH2:24][CH2:23][N:22]([C:25]2[CH:30]=[CH:29][C:28]([NH2:31])=[CH:27][C:26]=2[F:32])[CH2:21][CH2:20]1)([CH3:15])([CH3:14])[CH3:13].Cl.C(N=C=NCCCN(C)C)C.ON1C2C=CC=CC=2N=N1.C(N(CC)CC)C.C(=O)([O-])O.[Na+].